Task: Regression. Given two drug SMILES strings and cell line genomic features, predict the synergy score measuring deviation from expected non-interaction effect.. Dataset: NCI-60 drug combinations with 297,098 pairs across 59 cell lines Drug 1: CN(CCCl)CCCl.Cl. Drug 2: C1CC(=O)NC(=O)C1N2C(=O)C3=CC=CC=C3C2=O. Cell line: T-47D. Synergy scores: CSS=26.9, Synergy_ZIP=-7.18, Synergy_Bliss=-0.246, Synergy_Loewe=-37.8, Synergy_HSA=-4.72.